Dataset: Full USPTO retrosynthesis dataset with 1.9M reactions from patents (1976-2016). Task: Predict the reactants needed to synthesize the given product. (1) Given the product [OH:1][C:2]1[CH:8]=[C:7]([F:9])[CH:6]=[CH:5][C:3]=1[NH:4][C:18]([NH:17][C:12]1[CH:13]=[CH:14][CH:15]=[CH:16][C:11]=1[Br:10])=[O:19], predict the reactants needed to synthesize it. The reactants are: [OH:1][C:2]1[CH:8]=[C:7]([F:9])[CH:6]=[CH:5][C:3]=1[NH2:4].[Br:10][C:11]1[CH:16]=[CH:15][CH:14]=[CH:13][C:12]=1[N:17]=[C:18]=[O:19]. (2) Given the product [C:26]([N:20]1[CH2:21][CH2:22][C@@H:23]2[CH2:24][N:17]([C:12]3[CH:13]=[CH:14][CH:15]=[C:16]4[C:11]=3[CH:10]=[N:9][N:8]4[C:3]3[CH:4]=[CH:5][CH:6]=[CH:7][C:2]=3[F:1])[C:18](=[O:25])[C@H:19]12)(=[O:28])[CH3:27], predict the reactants needed to synthesize it. The reactants are: [F:1][C:2]1[CH:7]=[CH:6][CH:5]=[CH:4][C:3]=1[N:8]1[C:16]2[C:11](=[C:12]([N:17]3[CH2:24][C@@H:23]4[C@@H:19]([NH:20][CH2:21][CH2:22]4)[C:18]3=[O:25])[CH:13]=[CH:14][CH:15]=2)[CH:10]=[N:9]1.[C:26](OC(=O)C)(=[O:28])[CH3:27]. (3) Given the product [CH2:1]([N:3]([CH:10]([CH2:16][C:17]1[CH:22]=[CH:21][C:20]([O:23][CH2:24][CH2:25][NH:26][C:27](=[O:40])[C:28]2[CH:29]=[CH:30][C:31]([C:34]3[CH:39]=[CH:38][CH:37]=[CH:36][N:35]=3)=[CH:32][CH:33]=2)=[CH:19][CH:18]=1)[C:11]([OH:13])=[O:12])[C:4]1[CH:9]=[CH:8][CH:7]=[CH:6][CH:5]=1)[CH3:2], predict the reactants needed to synthesize it. The reactants are: [CH2:1]([N:3]([CH:10]([CH2:16][C:17]1[CH:22]=[CH:21][C:20]([O:23][CH2:24][CH2:25][NH:26][C:27](=[O:40])[C:28]2[CH:33]=[CH:32][C:31]([C:34]3[CH:39]=[CH:38][CH:37]=[CH:36][N:35]=3)=[CH:30][CH:29]=2)=[CH:19][CH:18]=1)[C:11]([O:13]CC)=[O:12])[C:4]1[CH:9]=[CH:8][CH:7]=[CH:6][CH:5]=1)[CH3:2].[OH-].[Na+]. (4) Given the product [I:1][C:2]1[CH:3]=[C:4]2[C:9](=[CH:10][C:11]=1[CH2:12][CH2:13][NH:25][C:28](=[O:37])[O:22][C:18]([CH3:21])([CH3:20])[CH3:19])[NH:8][C:7](=[O:17])[CH2:6][CH2:5]2, predict the reactants needed to synthesize it. The reactants are: [I:1][C:2]1[CH:3]=[C:4]2[C:9](=[CH:10][C:11]=1[CH2:12][CH2:13]C(O)=O)[NH:8][C:7](=[O:17])[CH2:6][CH2:5]2.[C:18]([OH:22])([CH3:21])([CH3:20])[CH3:19].C([N:25]([CH2:28]C)CC)C.C1(P(N=[N+]=[N-])(C2C=CC=CC=2)=[O:37])C=CC=CC=1.